This data is from Reaction yield outcomes from USPTO patents with 853,638 reactions. The task is: Predict the reaction yield, written as a fraction of the theoretical maximum amount of product (1.0 means a 100% yield; for example, 0.34 means a 34% yield). (1) The reactants are C(OC([N:8]1[CH:14]2[CH2:15][O:16][CH2:17][CH:9]1[CH2:10][N:11]([C:19]1[CH:20]=[N:21][C:22]([NH:25][C:26]3[N:27]=[CH:28][C:29]4[CH:34]=[C:33]([C:35](=[O:39])[N:36]([CH3:38])[CH3:37])[N:32]([CH:40]5[CH2:44][CH2:43][CH2:42][CH2:41]5)[C:30]=4[N:31]=3)=[CH:23][CH:24]=1)[C:12](=[O:18])[CH2:13]2)=O)(C)(C)C.CN(C)C(C1NC2N=CN=CC=2C=1)=O. No catalyst specified. The product is [CH3:37][N:36]([CH3:38])[C:35]([C:33]1[N:32]([CH:40]2[CH2:44][CH2:43][CH2:42][CH2:41]2)[C:30]2[N:31]=[C:26]([NH:25][C:22]3[CH:23]=[CH:24][C:19]([N:11]4[C:12](=[O:18])[CH2:13][CH:14]5[NH:8][CH:9]([CH2:17][O:16][CH2:15]5)[CH2:10]4)=[CH:20][N:21]=3)[N:27]=[CH:28][C:29]=2[CH:34]=1)=[O:39]. The yield is 0.588. (2) The reactants are Br[CH:2]1[CH2:8][CH2:7][CH2:6][C:5]2[CH:9]=[C:10]([N:13]3[CH2:17][C@H:16]([CH2:18][NH:19][C:20](=[O:22])[CH3:21])[O:15][C:14]3=[O:23])[CH:11]=[CH:12][C:4]=2[C:3]1=O.[CH2:25]([NH:32][C:33](=S)[NH:34][NH2:35])[C:26]1[CH:31]=[CH:30][CH:29]=[CH:28][CH:27]=1.Cl. The catalyst is C(O)C. The product is [CH2:25]([NH:32][C:33]1[C:2]2[CH2:8][CH2:7][CH2:6][C:5]3[CH:9]=[C:10]([N:13]4[CH2:17][C@H:16]([CH2:18][NH:19][C:20](=[O:22])[CH3:21])[O:15][C:14]4=[O:23])[CH:11]=[CH:12][C:4]=3[C:3]=2[NH:35][N:34]=1)[C:26]1[CH:31]=[CH:30][CH:29]=[CH:28][CH:27]=1. The yield is 0.230. (3) The reactants are [F:1][C:2]1[CH:7]=[CH:6][C:5]([C:8]2[NH:20][C:11]3=[N:12][CH:13]=[CH:14][C:15]([C:16]([O:18]C)=[O:17])=[C:10]3[N:9]=2)=[CH:4][CH:3]=1.O[Li].O. The catalyst is C1COCC1.O. The product is [F:1][C:2]1[CH:7]=[CH:6][C:5]([C:8]2[NH:20][C:11]3=[N:12][CH:13]=[CH:14][C:15]([C:16]([OH:18])=[O:17])=[C:10]3[N:9]=2)=[CH:4][CH:3]=1. The yield is 1.06.